This data is from Reaction yield outcomes from USPTO patents with 853,638 reactions. The task is: Predict the reaction yield, written as a fraction of the theoretical maximum amount of product (1.0 means a 100% yield; for example, 0.34 means a 34% yield). (1) The product is [CH3:20][O:21][C:22](=[O:35])[CH:23]([NH:24][C:25]([O:27][C:28]([CH3:31])([CH3:30])[CH3:29])=[O:26])[CH2:32][CH2:33][Br:37]. The reactants are C1(P(C2C=CC=CC=2)C2C=CC=CC=2)C=CC=CC=1.[CH3:20][O:21][C:22](=[O:35])[C@H:23]([CH2:32][CH2:33]O)[NH:24][C:25]([O:27][C:28]([CH3:31])([CH3:30])[CH3:29])=[O:26].C(Br)(Br)(Br)[Br:37]. The catalyst is C(Cl)Cl. The yield is 0.200. (2) The reactants are Br[C:2]1[CH:3]=[C:4]([O:24][C:25]2[C:26]([CH3:31])=[N:27][CH:28]=[CH:29][CH:30]=2)[C:5]([NH:8][C:9]2[S:13][N:12]=[C:11]([C@H:14]3[CH2:18][O:17][C:16]4([CH2:23][CH2:22][CH2:21][CH2:20][CH2:19]4)[O:15]3)[N:10]=2)=[N:6][CH:7]=1.[SH:32][CH2:33][CH2:34][C:35]([O:37][CH3:38])=[O:36].C(N(CC)C(C)C)(C)C. The catalyst is C1C=CC(/C=C/C(/C=C/C2C=CC=CC=2)=O)=CC=1.C1C=CC(/C=C/C(/C=C/C2C=CC=CC=2)=O)=CC=1.C1C=CC(/C=C/C(/C=C/C2C=CC=CC=2)=O)=CC=1.[Pd].[Pd]. The product is [O:15]1[C:16]2([CH2:23][CH2:22][CH2:21][CH2:20][CH2:19]2)[O:17][CH2:18][C@@H:14]1[C:11]1[N:10]=[C:9]([NH:8][C:5]2[N:6]=[CH:7][C:2]([S:32][CH2:33][CH2:34][C:35]([O:37][CH3:38])=[O:36])=[CH:3][C:4]=2[O:24][C:25]2[C:26]([CH3:31])=[N:27][CH:28]=[CH:29][CH:30]=2)[S:13][N:12]=1. The yield is 0.680. (3) The reactants are Br[CH2:2][CH2:3][Cl:4].[Br:5][C:6]1[CH:7]=[C:8]2[C:12](=[CH:13][CH:14]=1)[NH:11][N:10]=[CH:9]2.C([O-])([O-])=O.[Cs+].[Cs+].O. The catalyst is CS(C)=O. The product is [Br:5][C:6]1[CH:7]=[C:8]2[C:12](=[CH:13][CH:14]=1)[N:11]([CH2:2][CH2:3][Cl:4])[N:10]=[CH:9]2. The yield is 0.540. (4) The reactants are [C:1]([NH:4][C:5]1[CH:10]=[C:9]([O:11][C:12]2[C:17]([F:18])=[CH:16][C:15]([NH:19][C:20]([C:22]3[C:23](=[O:38])[N:24]([C:31]4[CH:36]=[CH:35][C:34]([F:37])=[CH:33][CH:32]=4)[CH:25]=[CH:26][C:27]=3[O:28][CH2:29][CH3:30])=[O:21])=[C:14]([F:39])[CH:13]=2)[CH:8]=[CH:7][N:6]=1)(=[O:3])[CH3:2].[C:40]([O-])([O-])=O.[K+].[K+]. The catalyst is C(O)(C)C. The product is [C:1]([NH:4][C:5]1[CH:10]=[C:9]([O:11][C:12]2[C:17]([F:18])=[CH:16][C:15]([NH:19][C:20]([C:22]3[C:23](=[O:38])[N:24]([C:31]4[CH:32]=[CH:33][C:34]([F:37])=[CH:35][CH:36]=4)[CH:25]=[CH:26][C:27]=3[O:28][CH:29]([CH3:40])[CH3:30])=[O:21])=[C:14]([F:39])[CH:13]=2)[CH:8]=[CH:7][N:6]=1)(=[O:3])[CH3:2]. The yield is 0.719. (5) The reactants are [Br:1][C:2]1[CH:3]=[CH:4][C:5]([F:20])=[C:6]([C@:8]([NH:15][C:16](=[O:19])[CH2:17]Cl)([CH3:14])[CH2:9][C:10]([OH:13])([CH3:12])[CH3:11])[CH:7]=1.[K]. The catalyst is C1(C)C=CC=CC=1.O.Cl.[Cl-].[Na+].O. The product is [Br:1][C:2]1[CH:3]=[CH:4][C:5]([F:20])=[C:6]([C@:8]2([CH3:14])[CH2:9][C:10]([CH3:12])([CH3:11])[O:13][CH2:17][C:16](=[O:19])[NH:15]2)[CH:7]=1. The yield is 0.370.